This data is from Forward reaction prediction with 1.9M reactions from USPTO patents (1976-2016). The task is: Predict the product of the given reaction. Given the reactants [C:1]1([C:7]2[NH:8][C:9]3[C:14]([CH:15]=2)=[CH:13][CH:12]=[C:11]([C:16]([O:18][CH3:19])=[O:17])[CH:10]=3)[CH:6]=[CH:5][CH:4]=[CH:3][CH:2]=1.[H-].[Na+].Br[CH:23]1[CH2:28][CH2:27][CH2:26][CH:25]=[CH:24]1.Cl, predict the reaction product. The product is: [CH:28]1([C:15]2[C:14]3[C:9](=[CH:10][C:11]([C:16]([O:18][CH3:19])=[O:17])=[CH:12][CH:13]=3)[NH:8][C:7]=2[C:1]2[CH:2]=[CH:3][CH:4]=[CH:5][CH:6]=2)[CH2:27][CH2:26][CH2:25][CH:24]=[CH:23]1.